The task is: Predict the reactants needed to synthesize the given product.. This data is from Full USPTO retrosynthesis dataset with 1.9M reactions from patents (1976-2016). (1) Given the product [Cl:29][C:2]1[N:7]2[N:8]=[C:9]([C:11]3[CH:20]=[CH:19][C:18]4[CH2:17][CH2:16][CH2:15][CH2:14][C:13]=4[CH:12]=3)[CH:10]=[C:6]2[N:5]=[C:4]([CH3:21])[C:3]=1[CH2:22][C:23]([O:25][CH3:26])=[O:24], predict the reactants needed to synthesize it. The reactants are: O[C:2]1[N:7]2[N:8]=[C:9]([C:11]3[CH:20]=[CH:19][C:18]4[CH2:17][CH2:16][CH2:15][CH2:14][C:13]=4[CH:12]=3)[CH:10]=[C:6]2[N:5]=[C:4]([CH3:21])[C:3]=1[CH2:22][C:23]([O:25][CH3:26])=[O:24].P(Cl)(Cl)([Cl:29])=O. (2) Given the product [N:3]1([C:12]2[CH:17]=[CH:16][C:15]([C:18]3[CH:23]=[CH:22][C:21]([CH2:24][OH:25])=[CH:20][CH:19]=3)=[CH:14][CH:13]=2)[C:11]2[C:6](=[CH:7][CH:8]=[CH:9][CH:10]=2)[CH:5]=[CH:4]1, predict the reactants needed to synthesize it. The reactants are: [BH4-].[Na+].[N:3]1([C:12]2[CH:17]=[CH:16][C:15]([C:18]3[CH:23]=[CH:22][C:21]([CH:24]=[O:25])=[CH:20][CH:19]=3)=[CH:14][CH:13]=2)[C:11]2[C:6](=[CH:7][CH:8]=[CH:9][CH:10]=2)[CH:5]=[CH:4]1.C1COCC1.Cl. (3) Given the product [Cl:27][C:28]1[CH:46]=[CH:45][C:31]([CH2:32][N:33]2[C:34]([CH3:43])=[N:35][N:36]=[C:37]2[C@H:38]2[CH2:42][CH2:41][CH2:40][N:39]2[C:1](=[S:2])[NH:12][C:11]2[C:6]([CH3:5])=[N:7][C:8]([C:13]([F:14])([F:16])[F:15])=[CH:9][CH:10]=2)=[CH:30][CH:29]=1, predict the reactants needed to synthesize it. The reactants are: [C:1](Cl)(Cl)=[S:2].[CH3:5][C:6]1[C:11]([NH2:12])=[CH:10][CH:9]=[C:8]([C:13]([F:16])([F:15])[F:14])[N:7]=1.C(N(CC)C(C)C)(C)C.Cl.[Cl:27][C:28]1[CH:46]=[CH:45][C:31]([CH2:32][N:33]2[C:37]([C@H:38]3[CH2:42][CH2:41][CH2:40][NH:39]3)=[N:36][N:35]=[C:34]2[CH2:43]C)=[CH:30][CH:29]=1.C([O-])(O)=O.[Na+].